From a dataset of Forward reaction prediction with 1.9M reactions from USPTO patents (1976-2016). Predict the product of the given reaction. (1) Given the reactants C[O:2][C:3]([C:5]1[NH:6][CH:7]=[C:8]([C:10]2[CH:15]=[C:14]([C:16](=[O:24])[NH:17][C:18]3[CH:23]=[CH:22][N:21]=[CH:20][CH:19]=3)[CH:13]=[CH:12][C:11]=2[CH:25]([NH:27][C:28]([O:30][C:31]([CH3:34])([CH3:33])[CH3:32])=[O:29])[CH3:26])[CH:9]=1)=[O:4].[Li+].[OH-], predict the reaction product. The product is: [C:31]([O:30][C:28]([NH:27][CH:25]([C:11]1[CH:12]=[CH:13][C:14]([C:16](=[O:24])[NH:17][C:18]2[CH:23]=[CH:22][N:21]=[CH:20][CH:19]=2)=[CH:15][C:10]=1[C:8]1[CH:9]=[C:5]([C:3]([OH:4])=[O:2])[NH:6][CH:7]=1)[CH3:26])=[O:29])([CH3:32])([CH3:33])[CH3:34]. (2) Given the reactants Br[C:2]1[N:3]([C:13]2[N:14]=[CH:15][N:16]=[C:17]([NH2:20])[C:18]=2[N:19]=1)[C@@H:4]1[O:12][C@H:9]([CH2:10][OH:11])[C@@H:7]([OH:8])[C@H:5]1[OH:6].O=[CH:22][C@@H]([C@@H]([C@@H](CO)O)O)O.C[Si](C)(C)N[Si](C)(C)C.S([O-])([O-])(=O)=O.[NH4+].[NH4+].C[Al](C)C, predict the reaction product. The product is: [CH3:22][C:2]1[N:3]([C:13]2[N:14]=[CH:15][N:16]=[C:17]([NH2:20])[C:18]=2[N:19]=1)[C@@H:4]1[O:12][C@H:9]([CH2:10][OH:11])[C@@H:7]([OH:8])[C@H:5]1[OH:6]. (3) Given the reactants C(N(CC)CC)C.O=[C:9]([C:16]1[CH:21]=[CH:20][CH:19]=[CH:18][CH:17]=1)[CH2:10][CH2:11][CH2:12][C:13]([OH:15])=[O:14].Cl.[CH3:23][C:24]1[CH:29]=[CH:28][C:27]([NH:30]N)=[CH:26][CH:25]=1.CCOCC, predict the reaction product. The product is: [CH3:23][C:24]1[CH:25]=[C:26]2[C:27](=[CH:28][CH:29]=1)[NH:30][C:9]([C:16]1[CH:21]=[CH:20][CH:19]=[CH:18][CH:17]=1)=[C:10]2[CH2:11][CH2:12][C:13]([OH:15])=[O:14]. (4) Given the reactants [C:1]([C:3]1[CH:20]=[CH:19][C:6]([O:7][CH:8]([C:10]2[CH:18]=[CH:17][C:13]([C:14]([OH:16])=O)=[CH:12][CH:11]=2)[CH3:9])=[CH:5][CH:4]=1)#[N:2].C(N=C=NCCCN(C)C)C.ON1C2C=CC=CC=2N=N1.[NH2:42][CH2:43][C:44]1[C:45]([OH:52])=[N:46][C:47]([CH3:51])=[CH:48][C:49]=1[CH3:50], predict the reaction product. The product is: [C:1]([C:3]1[CH:4]=[CH:5][C:6]([O:7][CH:8]([C:10]2[CH:11]=[CH:12][C:13]([C:14]([NH:42][CH2:43][C:44]3[C:45]([OH:52])=[N:46][C:47]([CH3:51])=[CH:48][C:49]=3[CH3:50])=[O:16])=[CH:17][CH:18]=2)[CH3:9])=[CH:19][CH:20]=1)#[N:2]. (5) Given the reactants O=[C:2]1[CH2:22][CH2:21][C:5]2([CH2:10][CH2:9][N:8]([C:11]([O:13][CH2:14][C:15]3[CH:20]=[CH:19][CH:18]=[CH:17][CH:16]=3)=[O:12])[CH2:7][CH2:6]2)[CH2:4][CH2:3]1.C([O-])(=O)C.[NH4+:27].C(O[BH-](OC(=O)C)OC(=O)C)(=O)C.[Na+].C(=O)(O)[O-].[Na+], predict the reaction product. The product is: [NH2:27][CH:2]1[CH2:22][CH2:21][C:5]2([CH2:10][CH2:9][N:8]([C:11]([O:13][CH2:14][C:15]3[CH:20]=[CH:19][CH:18]=[CH:17][CH:16]=3)=[O:12])[CH2:7][CH2:6]2)[CH2:4][CH2:3]1.